From a dataset of Catalyst prediction with 721,799 reactions and 888 catalyst types from USPTO. Predict which catalyst facilitates the given reaction. (1) Reactant: [CH:1]1([N:4]2[C:8](=[O:9])[CH2:7][CH:6]([C:10]([OH:12])=O)[CH2:5]2)[CH2:3][CH2:2]1.ON1C2C=CC=CC=2N=N1.Cl.CN(C)CCCN=C=NCC.[Cl:35][C:36]1[CH:43]=[C:42]([Cl:44])[CH:41]=[CH:40][C:37]=1[CH2:38][NH2:39]. Product: [CH:1]1([N:4]2[C:8](=[O:9])[CH2:7][CH:6]([C:10]([NH:39][CH2:38][C:37]3[CH:40]=[CH:41][C:42]([Cl:44])=[CH:43][C:36]=3[Cl:35])=[O:12])[CH2:5]2)[CH2:2][CH2:3]1. The catalyst class is: 4. (2) Product: [Br:3][C:4]1[C:5]([N:10]([CH2:40][O:39][CH2:38][CH2:37][Si:36]([CH3:43])([CH3:42])[CH3:35])[C:11](=[O:29])[CH2:12][C:13]2[CH2:14][CH2:15][N:16]([C:19]([O:21][CH2:22][C:23]3[CH:24]=[CH:25][CH:26]=[CH:27][CH:28]=3)=[O:20])[CH2:17][CH:18]=2)=[N:6][CH:7]=[CH:8][CH:9]=1. Reactant: [H-].[Na+].[Br:3][C:4]1[C:5]([NH:10][C:11](=[O:29])[CH2:12][C:13]2[CH2:14][CH2:15][N:16]([C:19]([O:21][CH2:22][C:23]3[CH:28]=[CH:27][CH:26]=[CH:25][CH:24]=3)=[O:20])[CH2:17][CH:18]=2)=[N:6][CH:7]=[CH:8][CH:9]=1.C(OCCl)C.[CH3:35][Si:36]([CH3:43])([CH3:42])[CH2:37][CH2:38][O:39][CH2:40]Cl. The catalyst class is: 1. (3) Reactant: [NH2:1][C:2]1[C:3]([S:12][CH3:13])=[C:4]([CH:9]=[CH:10][CH:11]=1)[C:5]([O:7][CH3:8])=[O:6].Cl[C:15]1[CH:20]=[C:19]([Cl:21])[N:18]=[N:17][C:16]=1[C:22]([NH:24][CH3:25])=[O:23].C[Si]([N-][Si](C)(C)C)(C)C.[Na+]. Product: [Cl:21][C:19]1[N:18]=[N:17][C:16]([C:22](=[O:23])[NH:24][CH3:25])=[C:15]([NH:1][C:2]2[C:3]([S:12][CH3:13])=[C:4]([CH:9]=[CH:10][CH:11]=2)[C:5]([O:7][CH3:8])=[O:6])[CH:20]=1. The catalyst class is: 1. (4) Reactant: [NH2:1][C:2]1[CH:11]=[C:10]2[C:5]([C:6]3([CH2:20][CH2:19]3)[CH2:7][N:8](C(OC(C)(C)C)=O)[CH2:9]2)=[CH:4][CH:3]=1.[F:21][C:22]([F:27])([F:26])[C:23]([OH:25])=[O:24]. Product: [CH2:9]1[C:10]2[C:5](=[CH:4][CH:3]=[C:2]([NH2:1])[CH:11]=2)[C:6]2([CH2:20][CH2:19]2)[CH2:7][NH:8]1.[F:21][C:22]([F:27])([F:26])[C:23]([OH:25])=[O:24]. The catalyst class is: 2. (5) Reactant: [F:1][C@H:2]1[CH2:7][CH2:6][C@@H:5]([C:8]([O:10]CC2C=CC=CC=2)=[O:9])[C@H:4]([C:18]([O:20][CH3:21])=[O:19])[CH2:3]1. Product: [F:1][C@H:2]1[CH2:7][CH2:6][C@@H:5]([C:8]([OH:10])=[O:9])[C@H:4]([C:18]([O:20][CH3:21])=[O:19])[CH2:3]1. The catalyst class is: 99. (6) Reactant: [OH:1][C:2]([CH3:14])([CH3:13])[C:3]([C:5]1[CH:10]=[CH:9][C:8]([CH2:11][OH:12])=[CH:7][CH:6]=1)=[O:4].N1C=CC=CC=1.Cl[C:22]([O:24][CH3:25])=[O:23].O. Product: [CH3:25][O:24][C:22](=[O:23])[O:12][CH2:11][C:8]1[CH:9]=[CH:10][C:5]([C:3](=[O:4])[C:2]([OH:1])([CH3:14])[CH3:13])=[CH:6][CH:7]=1. The catalyst class is: 7. (7) Reactant: C1(N[C:8]2[N:9]([C:17]3[CH:22]=[CH:21][CH:20]=[CH:19][CH:18]=3)[N:10]=[C:11]3[C:16]=2[CH:15]=[CH:14][CH:13]=[CH:12]3)CCCCC1.[CH3:23][O:24][C:25]1[CH:26]=[C:27]([CH2:31][C:32](Cl)=[O:33])[CH:28]=[CH:29][CH:30]=1. Product: [CH:17]1([NH:9][C:32](=[O:33])[CH:31]([C:27]2[CH:28]=[CH:29][CH:30]=[C:25]([O:24][CH3:23])[CH:26]=2)[C:8]2[N:9]([C:17]3[CH:22]=[CH:21][CH:20]=[CH:19][CH:18]=3)[N:10]=[C:11]3[C:12]=2[CH:13]=[CH:14][CH:15]=[CH:16]3)[CH2:22][CH2:21][CH2:20][CH2:19][CH2:18]1. The catalyst class is: 424. (8) Reactant: [OH:1][C@@H:2]1[CH2:21][C@@:20]2([CH3:22])[C@@H:13]([CH2:14][CH2:15][C@@H:16]2[C:17](=[O:19])[CH3:18])[C@H:12]2[C@H:3]1[C@:4]1([CH3:24])[C:9]([CH2:10][CH2:11]2)=[CH:8][C:7](=[O:23])[CH2:6][CH2:5]1.N1C=CC=CC=1. Product: [OH:1][C@@H:2]1[CH2:21][C@@:20]2([CH3:22])[C@@H:13]([CH2:14][CH2:15][C@@H:16]2[C:17](=[O:19])[CH3:18])[C@H:12]2[C@H:3]1[C@:4]1([CH3:24])[C@H:9]([CH2:10][CH2:11]2)[CH2:8][C:7](=[O:23])[CH2:6][CH2:5]1. The catalyst class is: 505. (9) Reactant: F[C:2](F)(F)[C:3]([OH:5])=O.[Cl:8][C:9]1[C:10]([F:49])=[C:11]([CH:15]2[C:19]([C:22]3[CH:27]=[CH:26][C:25]([Cl:28])=[CH:24][C:23]=3[F:29])([C:20]#[N:21])[CH:18]([CH2:30][C:31]([CH3:45])([CH3:44])[CH2:32][CH2:33][O:34][CH2:35][CH2:36][O:37]C(=O)C(F)(F)F)[NH:17][CH:16]2[C:46](O)=[O:47])[CH:12]=[CH:13][CH:14]=1.CC1(C)O[C@@H]([CH2:56][CH2:57][NH2:58])CO1.CN(C([O:67]N1N=NC2C=CC=NC1=2)=[N+](C)C)C.F[P-](F)(F)(F)(F)F.CCN(C(C)C)C(C)C.C([O-])([O-])=O.[K+].[K+].Cl. Product: [OH:67][C@H:2]([CH2:3][OH:5])[CH2:56][CH2:57][NH:58][C:46]([CH:16]1[CH:15]([C:11]2[CH:12]=[CH:13][CH:14]=[C:9]([Cl:8])[C:10]=2[F:49])[C:19]([C:22]2[CH:27]=[CH:26][C:25]([Cl:28])=[CH:24][C:23]=2[F:29])([C:20]#[N:21])[CH:18]([CH2:30][C:31]([CH3:44])([CH3:45])[CH2:32][CH2:33][O:34][CH2:35][CH2:36][OH:37])[NH:17]1)=[O:47]. The catalyst class is: 539. (10) Reactant: C([O:3][C:4](=O)[C:5]1[CH:10]=[CH:9][C:8]([I:11])=[CH:7][CH:6]=1)C.[H-].C([Al+]CC(C)C)C(C)C. Product: [I:11][C:8]1[CH:9]=[CH:10][C:5]([CH2:4][OH:3])=[CH:6][CH:7]=1. The catalyst class is: 4.